From a dataset of Full USPTO retrosynthesis dataset with 1.9M reactions from patents (1976-2016). Predict the reactants needed to synthesize the given product. Given the product [F:21][C:22]1[CH:27]=[C:26]([F:28])[CH:25]=[CH:24][C:23]=1[C:2]1[CH:3]=[C:4]([N:8]2[CH2:13][CH2:12][N:11]([C:14]([O:16][C:17]([CH3:20])([CH3:19])[CH3:18])=[O:15])[CH2:10][CH2:9]2)[CH:5]=[N:6][CH:7]=1, predict the reactants needed to synthesize it. The reactants are: Br[C:2]1[CH:3]=[C:4]([N:8]2[CH2:13][CH2:12][N:11]([C:14]([O:16][C:17]([CH3:20])([CH3:19])[CH3:18])=[O:15])[CH2:10][CH2:9]2)[CH:5]=[N:6][CH:7]=1.[F:21][C:22]1[CH:27]=[C:26]([F:28])[CH:25]=[CH:24][C:23]=1OB(O)O.C(=O)([O-])[O-].[Na+].[Na+].C1(C)C=CC=CC=1.